From a dataset of Full USPTO retrosynthesis dataset with 1.9M reactions from patents (1976-2016). Predict the reactants needed to synthesize the given product. (1) Given the product [Br:2][CH2:3][CH2:4][CH2:5][NH:6][C:16](=[O:17])[C:15]([F:26])([F:25])[F:14], predict the reactants needed to synthesize it. The reactants are: Br.[Br:2][CH2:3][CH2:4][CH2:5][NH2:6].C(N(CC)CC)C.[F:14][C:15]([F:26])([F:25])[C:16](O[C:16](=[O:17])[C:15]([F:26])([F:25])[F:14])=[O:17]. (2) Given the product [CH:1]1([NH:6][C:7](=[O:34])[C@H:8]([NH:12][CH2:13][C:14]2[CH:19]=[CH:18][N:17]=[C:16]3[NH:20][CH:21]=[C:22]([C:23]([OH:25])=[O:24])[C:15]=23)[CH:9]([CH3:11])[CH3:10])[CH2:2][CH2:3][CH2:4][CH2:5]1, predict the reactants needed to synthesize it. The reactants are: [CH:1]1([NH:6][C:7](=[O:34])[C@H:8]([NH:12][CH2:13][C:14]2[CH:19]=[CH:18][N:17]=[C:16]3[N:20](C(OC(C)(C)C)=O)[CH:21]=[C:22]([C:23]([O:25]C)=[O:24])[C:15]=23)[CH:9]([CH3:11])[CH3:10])[CH2:5][CH2:4][CH2:3][CH2:2]1.[OH-].[Na+]. (3) Given the product [CH:34]1([N:3]2[C:4]3[CH:9]=[CH:8][C:7]([C:59]([NH:57][NH2:49])=[O:60])=[CH:6][C:5]=3[N:1]=[C:2]2[C:10]2[CH:17]=[CH:16][O:15][CH:13]=2)[CH2:35][CH2:36][CH2:37][CH2:38][CH2:39]1, predict the reactants needed to synthesize it. The reactants are: [N:1]1[C:5]2[CH:6]=[CH:7][CH:8]=[CH:9][C:4]=2[NH:3][C:2]=1[C:10](O)=O.[C:13](NN)([O:15][CH2:16][C:17]1C=CC=CC=1)=O.CN(C(ON1N=N[C:35]2[CH:36]=[CH:37][CH:38]=[CH:39][C:34]1=2)=[N+](C)C)C.[B-](F)(F)(F)F.CC[N:49](C(C)C)C(C)C.C[N:57]([CH:59]=[O:60])C. (4) Given the product [Br:1][C:2]1[C:11]([O:12][CH2:13][C:14]2[NH:36][N:35]=[N:34][N:15]=2)=[CH:10][CH:9]=[C:8]2[C:3]=1[CH:4]=[CH:5][C:6]([CH2:16][N:17]([CH3:33])[C:18]([C:20]1[O:21][C:22]3[CH:32]=[CH:31][CH:30]=[CH:29][C:23]=3[C:24]=1[CH2:25][CH2:26][CH2:27][CH3:28])=[O:19])=[CH:7]2, predict the reactants needed to synthesize it. The reactants are: [Br:1][C:2]1[C:11]([O:12][CH2:13][C:14]#[N:15])=[CH:10][CH:9]=[C:8]2[C:3]=1[CH:4]=[CH:5][C:6]([CH2:16][N:17]([CH3:33])[C:18]([C:20]1[O:21][C:22]3[CH:32]=[CH:31][CH:30]=[CH:29][C:23]=3[C:24]=1[CH2:25][CH2:26][CH2:27][CH3:28])=[O:19])=[CH:7]2.[N-:34]=[N+:35]=[N-:36].[Na+].[Cl-].[NH4+].[OH-].[Na+]. (5) Given the product [C:42]([C:41]1[CH:44]=[C:37]([C:35]2[S:36][C:32]([C:8]3[CH:7]=[CH:6][C:5]([O:18][CH2:19][CH2:20][CH2:21][N:22]([CH3:30])[C:23](=[O:29])[O:24][C:25]([CH3:26])([CH3:27])[CH3:28])=[CH:4][C:3]=3[CH2:1][CH3:2])=[N:33][N:34]=2)[CH:38]=[CH:39][C:40]=1[O:45][CH:46]([CH3:48])[CH3:47])#[N:43], predict the reactants needed to synthesize it. The reactants are: [CH2:1]([C:3]1[CH:4]=[C:5]([O:18][CH2:19][CH2:20][CH2:21][N:22]([CH3:30])[C:23](=[O:29])[O:24][C:25]([CH3:28])([CH3:27])[CH3:26])[CH:6]=[CH:7][C:8]=1B1OC(C)(C)C(C)(C)O1)[CH3:2].Br[C:32]1[S:36][C:35]([C:37]2[CH:38]=[CH:39][C:40]([O:45][CH:46]([CH3:48])[CH3:47])=[C:41]([CH:44]=2)[C:42]#[N:43])=[N:34][N:33]=1.P([O-])([O-])([O-])=O.[K+].[K+].[K+]. (6) Given the product [Br:1][C:2]1[CH:3]=[C:4]2[C:9](=[CH:10][CH:11]=1)[N:8]=[CH:7][CH:6]=[C:5]2[S:12][C:13]1([C:17]([OH:19])=[O:18])[CH2:14][CH2:15][CH2:16]1, predict the reactants needed to synthesize it. The reactants are: [Br:1][C:2]1[CH:3]=[C:4]2[C:9](=[CH:10][CH:11]=1)[N:8]=[CH:7][CH:6]=[C:5]2[S:12][C:13]1([C:17]([O:19]CC)=[O:18])[CH2:16][CH2:15][CH2:14]1.O.[OH-].[Li+].Cl.